The task is: Predict the product of the given reaction.. This data is from Forward reaction prediction with 1.9M reactions from USPTO patents (1976-2016). Given the reactants [Cl:1][C:2]1[CH:7]=[C:6]([C:8]2[CH:17]=[C:16](O)[C:15]3[C:10](=[CH:11][CH:12]=[CH:13][CH:14]=3)[N:9]=2)[CH:5]=[CH:4][N:3]=1.O=P(Cl)(Cl)[Cl:21].CCN(C(C)C)C(C)C, predict the reaction product. The product is: [Cl:21][C:16]1[C:15]2[C:10](=[CH:11][CH:12]=[CH:13][CH:14]=2)[N:9]=[C:8]([C:6]2[CH:5]=[CH:4][N:3]=[C:2]([Cl:1])[CH:7]=2)[CH:17]=1.